From a dataset of Full USPTO retrosynthesis dataset with 1.9M reactions from patents (1976-2016). Predict the reactants needed to synthesize the given product. (1) Given the product [C:4]([O:31][C:29](=[O:30])[CH2:28][C:3]([C:4]1[CH:9]=[CH:8][CH:7]=[C:6]([C:10]2[CH:15]=[C:14]([NH:16][CH3:17])[N:13]=[CH:12][N:11]=2)[CH:5]=1)=[O:18])([CH3:9])([CH3:5])[CH3:3], predict the reactants needed to synthesize it. The reactants are: CO[C:3](=[O:18])[C:4]1[CH:9]=[CH:8][CH:7]=[C:6]([C:10]2[CH:15]=[C:14]([NH:16][CH3:17])[N:13]=[CH:12][N:11]=2)[CH:5]=1.ClC1N=CN=C(C2C=[C:28](C=CC=2)[C:29]([OH:31])=[O:30])C=1. (2) Given the product [CH3:1][C:2]1[C:6]([C:7]2[CH:19]=[C:18]([C:20]([NH2:44])=[O:21])[C:17]3[C:16]4[C:11](=[CH:12][CH:13]=[C:14]([O:23][CH3:24])[CH:15]=4)[N:10]([CH:25]([C:27]4[CH:28]=[CH:29][CH:30]=[CH:31][CH:32]=4)[CH3:26])[C:9]=3[CH:8]=2)=[C:5]([CH3:33])[O:4][N:3]=1, predict the reactants needed to synthesize it. The reactants are: [CH3:1][C:2]1[C:6]([C:7]2[CH:19]=[C:18]([C:20](O)=[O:21])[C:17]3[C:16]4[C:11](=[CH:12][CH:13]=[C:14]([O:23][CH3:24])[CH:15]=4)[N:10]([CH:25]([C:27]4[CH:32]=[CH:31][CH:30]=[CH:29][CH:28]=4)[CH3:26])[C:9]=3[CH:8]=2)=[C:5]([CH3:33])[O:4][N:3]=1.C(Cl)CCl.C1C=CC2N(O)N=[N:44]C=2C=1.[OH-].[NH4+]. (3) Given the product [CH3:11][O:12][C:13]1[C:14]([C:15]([OH:17])=[O:16])=[C:18]([CH3:1])[C:19]([C:22]([F:23])([F:24])[F:25])=[CH:20][CH:21]=1, predict the reactants needed to synthesize it. The reactants are: [CH3:1]C1(C)CCCC(C)(C)N1.[CH3:11][O:12][C:13]1[CH:21]=[CH:20][C:19]([C:22]([F:25])([F:24])[F:23])=[CH:18][C:14]=1[C:15]([OH:17])=[O:16].CI. (4) Given the product [Cl:16][C:15]1[C:2]([Cl:1])=[CH:3][C:4]2[N:8]([CH2:25][C:24]3[CH:27]=[CH:28][CH:29]=[C:22]([N+:19]([O-:21])=[O:20])[CH:23]=3)[C:7]([CH2:9][C:10]([F:12])([F:13])[F:11])=[N:6][C:5]=2[CH:14]=1, predict the reactants needed to synthesize it. The reactants are: [Cl:1][C:2]1[C:15]([Cl:16])=[CH:14][C:5]2[NH:6][C:7]([CH2:9][C:10]([F:13])([F:12])[F:11])=[N:8][C:4]=2[CH:3]=1.[H-].[Na+].[N+:19]([C:22]1[CH:23]=[C:24]([CH:27]=[CH:28][CH:29]=1)[CH2:25]Br)([O-:21])=[O:20]. (5) Given the product [Cl:1][C:2]1[CH:3]=[CH:4][C:5]([O:6][CH2:7][C:8]([N:10]2[CH2:15][CH2:14][N:13]([C:16]3[C:17]4[CH:29]=[C:28]([C:30]5[CH:35]=[CH:34][C:33]([F:36])=[CH:32][CH:31]=5)[S:27][C:18]=4[N:19]=[C:20]([C:22]([NH2:39])=[O:24])[N:21]=3)[CH2:12][CH2:11]2)=[O:9])=[CH:37][CH:38]=1, predict the reactants needed to synthesize it. The reactants are: [Cl:1][C:2]1[CH:38]=[CH:37][C:5]([O:6][CH2:7][C:8]([N:10]2[CH2:15][CH2:14][N:13]([C:16]3[C:17]4[CH:29]=[C:28]([C:30]5[CH:35]=[CH:34][C:33]([F:36])=[CH:32][CH:31]=5)[S:27][C:18]=4[N:19]=[C:20]([C:22]([O:24]CC)=O)[N:21]=3)[CH2:12][CH2:11]2)=[O:9])=[CH:4][CH:3]=1.[NH3:39]. (6) Given the product [SH:14][C:13]1[NH:6][C:4](=[O:5])[C:3]2[C:7]([O:11][CH3:12])=[CH:8][N:9]=[CH:10][C:2]=2[N:1]=1, predict the reactants needed to synthesize it. The reactants are: [NH2:1][C:2]1[CH:10]=[N:9][CH:8]=[C:7]([O:11][CH3:12])[C:3]=1[C:4]([NH2:6])=[O:5].[C:13](=S)=[S:14].C1CCN2C(=NCCC2)CC1.